This data is from Reaction yield outcomes from USPTO patents with 853,638 reactions. The task is: Predict the reaction yield, written as a fraction of the theoretical maximum amount of product (1.0 means a 100% yield; for example, 0.34 means a 34% yield). (1) The reactants are C([Li])(C)(C)C.Br[C:7]1[CH:12]=[CH:11][N:10]=[C:9]([CH:13]2[CH2:15][CH2:14]2)[CH:8]=1.[Br:16][C:17]1[CH:22]=[C:21]([C:23]([C:31]2[CH:36]=[CH:35][CH:34]=[C:33]([F:37])[C:32]=2[C:38]#[N:39])=[N:24]S(C(C)(C)C)=O)[CH:20]=[CH:19][N:18]=1.Cl. The catalyst is C1COCC1.CO. The product is [Br:16][C:17]1[CH:22]=[C:21]([C:23]2([C:7]3[CH:12]=[CH:11][N:10]=[C:9]([CH:13]4[CH2:15][CH2:14]4)[CH:8]=3)[C:31]3[C:32](=[C:33]([F:37])[CH:34]=[CH:35][CH:36]=3)[C:38]([NH2:39])=[N:24]2)[CH:20]=[CH:19][N:18]=1. The yield is 0.450. (2) The reactants are CC1(C)C(C)(C)OB([C:9]2[CH:10]=[CH:11][C:12]3[C:21]4[C:16](=[CH:17][C:18]([C:22]5[CH:23]=[CH:24][C:25]6[N:29]=[C:28]([C@H:30]7[CH:35]8[CH2:36][C@H:32]([CH2:33][CH2:34]8)[N:31]7[C:37]([O:39][C:40]([CH3:43])([CH3:42])[CH3:41])=[O:38])[NH:27][C:26]=6[CH:44]=5)=[CH:19][CH:20]=4)[O:15][CH2:14][C:13]=3[CH:45]=2)O1.Br[C:48]1[NH:52][C:51]([C@@H:53]2[CH2:57][CH2:56][CH2:55][N:54]2[C:58](=[O:68])[C@@H:59]([NH:63][C:64](=[O:67])[O:65][CH3:66])[CH:60]([CH3:62])[CH3:61])=[N:50][CH:49]=1.C(=O)([O-])[O-].[K+].[K+]. The catalyst is COCCOC.CN(C)C=O.[Pd].C1(P(C2C=CC=CC=2)C2C=CC=CC=2)C=CC=CC=1.C1(P(C2C=CC=CC=2)C2C=CC=CC=2)C=CC=CC=1.C1(P(C2C=CC=CC=2)C2C=CC=CC=2)C=CC=CC=1.C1(P(C2C=CC=CC=2)C2C=CC=CC=2)C=CC=CC=1.C1C=CC(P(C2C=CC=CC=2)[C-]2C=CC=C2)=CC=1.C1C=CC(P(C2C=CC=CC=2)[C-]2C=CC=C2)=CC=1.Cl[Pd]Cl.[Fe+2]. The product is [CH3:66][O:65][C:64]([NH:63][C@@H:59]([CH:60]([CH3:62])[CH3:61])[C:58]([N:54]1[CH2:55][CH2:56][CH2:57][C@H:53]1[C:51]1[NH:52][C:48]([C:9]2[CH:10]=[CH:11][C:12]3[C:21]4[C:16](=[CH:17][C:18]([C:22]5[CH:23]=[CH:24][C:25]6[N:29]=[C:28]([C@H:30]7[CH:35]8[CH2:36][C@H:32]([CH2:33][CH2:34]8)[N:31]7[C:37]([O:39][C:40]([CH3:41])([CH3:43])[CH3:42])=[O:38])[NH:27][C:26]=6[CH:44]=5)=[CH:19][CH:20]=4)[O:15][CH2:14][C:13]=3[CH:45]=2)=[CH:49][N:50]=1)=[O:68])=[O:67]. The yield is 0.200. (3) The reactants are Cl[C:2]1[C:11]2[C:6](=[CH:7][CH:8]=[C:9]([N+:12]([O-:14])=[O:13])[CH:10]=2)[N:5]=[CH:4][C:3]=1[C:15]#[N:16].[CH3:17][C:18]1[C:22]([CH3:23])=[C:21]([NH2:24])[O:20][N:19]=1. The catalyst is CCO. The product is [CH3:17][C:18]1[C:22]([CH3:23])=[C:21]([NH:24][C:2]2[C:11]3[C:6](=[CH:7][CH:8]=[C:9]([N+:12]([O-:14])=[O:13])[CH:10]=3)[N:5]=[CH:4][C:3]=2[C:15]#[N:16])[O:20][N:19]=1. The yield is 0.340. (4) The reactants are [CH2:1]([N:8]1[CH2:13][CH:12]2[CH2:14][CH:9]1[CH:10]=[CH:11]2)[C:2]1[CH:7]=[CH:6][CH:5]=[CH:4][CH:3]=1.B.C1C[O:19]CC1.[OH-].[Na+].OO.C([O-])([O-])=O.[K+].[K+]. The catalyst is C(Cl)Cl.O.C1COCC1. The product is [CH2:1]([N:8]1[CH2:13][CH:12]2[CH2:14][CH:9]1[CH:10]([OH:19])[CH2:11]2)[C:2]1[CH:7]=[CH:6][CH:5]=[CH:4][CH:3]=1. The yield is 0.770. (5) The reactants are C(=O)([O-])[O-].[K+].[K+].[C:7]([C:9]1[CH:10]=[C:11]([S:16]([NH:19][C:20]2[S:24][N:23]=[CH:22][N:21]=2)(=[O:18])=[O:17])[CH:12]=[CH:13][C:14]=1F)#[N:8].[I:25][C:26]1[CH:31]=[C:30]([C:32]([F:35])([F:34])[F:33])[CH:29]=[CH:28][C:27]=1[OH:36]. The catalyst is CS(C)=O.C(OCC)(=O)C. The product is [C:7]([C:9]1[CH:10]=[C:11]([S:16]([NH:19][C:20]2[S:24][N:23]=[CH:22][N:21]=2)(=[O:18])=[O:17])[CH:12]=[CH:13][C:14]=1[O:36][C:27]1[CH:28]=[CH:29][C:30]([C:32]([F:33])([F:34])[F:35])=[CH:31][C:26]=1[I:25])#[N:8]. The yield is 0.580.